Dataset: Reaction yield outcomes from USPTO patents with 853,638 reactions. Task: Predict the reaction yield, written as a fraction of the theoretical maximum amount of product (1.0 means a 100% yield; for example, 0.34 means a 34% yield). (1) The reactants are [CH3:1][C:2]([C@@H:4]1[C@@:8]2([CH3:23])[CH2:9][CH2:10][C@@H:11]3[C@@:16]4([CH3:22])[CH2:17][CH2:18][C@H:19]([OH:21])[CH2:20][C:15]4=[CH:14][CH2:13][C@H:12]3[C@@H:7]2[CH2:6][CH2:5]1)=O.Cl.[O:25]([NH2:27])[CH3:26].N1C=CC=CC=1. The catalyst is O. The product is [CH3:26][O:25]/[N:27]=[C:2](/[C@@H:4]1[C@:8]2([CH3:23])[C@H:7]([C@H:12]3[C@H:11]([CH2:10][CH2:9]2)[C@:16]2([CH3:22])[C:15]([CH2:20][C@@H:19]([OH:21])[CH2:18][CH2:17]2)=[CH:14][CH2:13]3)[CH2:6][CH2:5]1)\[CH3:1]. The yield is 0.870. (2) The reactants are [C:1]1([C:7]2([C:10]([O-:12])=[O:11])[CH2:9][CH2:8]2)[CH:6]=[CH:5][CH:4]=[CH:3][CH:2]=1.[N+:13]([O-:16])([O-])=[O:14].[K+].OS(O)(=O)=O.[CH2:23](Cl)Cl. The yield is 0.680. The product is [N+:13]([C:4]1[CH:5]=[CH:6][C:1]([C:7]2([C:10]([O:12][CH3:23])=[O:11])[CH2:9][CH2:8]2)=[CH:2][CH:3]=1)([O-:16])=[O:14]. No catalyst specified. (3) The reactants are [NH2:1][C:2]([C:4]1[CH:8]=[C:7]([C:9]([OH:11])=O)[N:6]([C:12]2[CH:17]=[CH:16][C:15]([F:18])=[C:14]([C:19]#[N:20])[CH:13]=2)[N:5]=1)=[O:3].[N:21]1[CH:26]=[CH:25][CH:24]=[CH:23][CH:22]=1.C(N=[C:31]=[N:32][CH:33]([CH3:35])[CH3:34])(C)C.Cl. The catalyst is CN(C=O)C. The product is [C:19]([C:14]1[CH:13]=[C:12]([N:6]2[C:7]([C:9]([N:21]3[C:23]4[C:24](=[CH:35][C:33]([N:32]5[CH2:31][CH2:9][CH2:7][CH2:8][CH2:4][C:2]5=[O:3])=[CH:34][CH:22]=4)[CH2:25][CH2:26]3)=[O:11])=[CH:8][C:4]([C:2]([NH2:1])=[O:3])=[N:5]2)[CH:17]=[CH:16][C:15]=1[F:18])#[N:20]. The yield is 0.490. (4) The reactants are [CH3:1][C@@H:2]1[CH2:7][N:6](C(OC(C)(C)C)=O)[C@H:5]([CH2:15][NH:16][C:17]2[N:18]=[N:19][C:20]([C:23]([F:26])([F:25])[F:24])=[CH:21][CH:22]=2)[CH2:4][CH2:3]1.C(O)(C(F)(F)F)=O. The catalyst is C(Cl)Cl. The product is [CH3:1][C@@H:2]1[CH2:7][NH:6][C@H:5]([CH2:15][NH:16][C:17]2[N:18]=[N:19][C:20]([C:23]([F:25])([F:24])[F:26])=[CH:21][CH:22]=2)[CH2:4][CH2:3]1. The yield is 0.870.